The task is: Predict the reaction yield, written as a fraction of the theoretical maximum amount of product (1.0 means a 100% yield; for example, 0.34 means a 34% yield).. This data is from Reaction yield outcomes from USPTO patents with 853,638 reactions. (1) The reactants are O=[C:2]1[CH2:11][CH2:10][CH2:9][C:8]2[CH:7]=[C:6]([NH:12][S:13]([C:16]3[CH:21]=[CH:20][CH:19]=[CH:18][CH:17]=3)(=[O:15])=[O:14])[CH:5]=[CH:4][C:3]1=2.C[Si]([C:26]#[N:27])(C)C. The catalyst is [I-].[Zn+2].[I-].CCOCC. The product is [C:26]([C:2]1[C:3]2[CH:4]=[CH:5][C:6]([NH:12][S:13]([C:16]3[CH:21]=[CH:20][CH:19]=[CH:18][CH:17]=3)(=[O:15])=[O:14])=[CH:7][C:8]=2[CH2:9][CH2:10][CH:11]=1)#[N:27]. The yield is 0.440. (2) The reactants are [Li+].CC([N-]C(C)C)C.[Br:9][C:10]1[CH:15]=[CH:14][C:13]([C:16](=[O:18])[CH3:17])=[CH:12][CH:11]=1.[CH:19]1([C:22](N2C3C=CC=CC=3N=N2)=[O:23])[CH2:21][CH2:20]1.O. The catalyst is C1COCC1. The product is [Br:9][C:10]1[CH:15]=[CH:14][C:13]([C:16](=[O:18])[CH2:17][C:22]([CH:19]2[CH2:21][CH2:20]2)=[O:23])=[CH:12][CH:11]=1. The yield is 0.440.